This data is from Forward reaction prediction with 1.9M reactions from USPTO patents (1976-2016). The task is: Predict the product of the given reaction. (1) The product is: [CH3:11][C:12]1([CH3:37])[CH2:21][CH2:20][C:19]([CH3:22])([CH3:23])[C:18]2[CH:17]=[C:16]([Se:24][C:25]#[C:26][C:27]3[CH:36]=[CH:35][C:30]([CH2:31][OH:32])=[CH:29][CH:28]=3)[CH:15]=[CH:14][C:13]1=2. Given the reactants [H-].C([Al+]CC(C)C)C(C)C.[CH3:11][C:12]1([CH3:37])[CH2:21][CH2:20][C:19]([CH3:23])([CH3:22])[C:18]2[CH:17]=[C:16]([Se:24][C:25]#[C:26][C:27]3[CH:36]=[CH:35][C:30]([C:31](OC)=[O:32])=[CH:29][CH:28]=3)[CH:15]=[CH:14][C:13]1=2.C(C(C(C([O-])=O)O)O)([O-])=O.[Na+].[K+], predict the reaction product. (2) Given the reactants [C:1]1([CH2:7][CH2:8][CH2:9][CH2:10][C:11]([OH:13])=O)[CH:6]=[CH:5][CH:4]=[CH:3][CH:2]=1.S(Cl)([Cl:16])=O, predict the reaction product. The product is: [C:1]1([CH2:7][CH2:8][CH2:9][CH2:10][C:11]([Cl:16])=[O:13])[CH:6]=[CH:5][CH:4]=[CH:3][CH:2]=1. (3) Given the reactants [Cl:1][C:2]1[C:15]2[C:10](=[CH:11][CH:12]=[CH:13][CH:14]=2)[C:9]([CH:16]=O)=[C:8]2[C:3]=1[CH:4]=[CH:5][CH:6]=[CH:7]2.[CH3:18][O:19][C:20]1[CH:21]=[C:22]([CH:26]=[CH:27][C:28]=1[O:29][CH3:30])[CH2:23][C:24]#[N:25], predict the reaction product. The product is: [Cl:1][C:2]1[C:3]2[C:8](=[CH:7][CH:6]=[CH:5][CH:4]=2)[C:9](/[CH:16]=[C:23](/[C:22]2[CH:26]=[CH:27][C:28]([O:29][CH3:30])=[C:20]([O:19][CH3:18])[CH:21]=2)\[C:24]#[N:25])=[C:10]2[C:15]=1[CH:14]=[CH:13][CH:12]=[CH:11]2. (4) The product is: [NH2:2][C:3]1[C:4]2[C:14]([O:15][CH2:16][C:17]([NH:20][C:30](=[O:31])[C:29]3[CH:33]=[CH:34][N:35]=[C:27]([N:25]4[CH:26]=[C:22]([CH3:21])[N:23]=[CH:24]4)[CH:28]=3)([CH3:18])[CH3:19])=[CH:13][CH:12]=[CH:11][C:5]=2[NH:6][S:7](=[O:10])(=[O:9])[N:8]=1. Given the reactants Cl.[NH2:2][C:3]1[C:4]2[C:14]([O:15][CH2:16][C:17]([NH2:20])([CH3:19])[CH3:18])=[CH:13][CH:12]=[CH:11][C:5]=2[NH:6][S:7](=[O:10])(=[O:9])[N:8]=1.[CH3:21][C:22]1[N:23]=[CH:24][N:25]([C:27]2[CH:28]=[C:29]([CH:33]=[CH:34][N:35]=2)[C:30](O)=[O:31])[CH:26]=1, predict the reaction product. (5) Given the reactants [Cl:1][C:2]1[CH:3]=[N:4][C:5]([N:8]2[CH2:13][CH2:12][CH:11]([C@H:14]3[CH2:16][C@H:15]3[CH2:17][CH2:18][O:19][C:20]3[CH:25]=[CH:24][C:23]([CH2:26][C:27](O)=[O:28])=[C:22]([F:30])[CH:21]=3)[CH2:10][CH2:9]2)=[N:6][CH:7]=1.ClC(OC)=O.O.[NH2:37][NH2:38], predict the reaction product. The product is: [Cl:1][C:2]1[CH:7]=[N:6][C:5]([N:8]2[CH2:13][CH2:12][CH:11]([C@H:14]3[CH2:16][C@H:15]3[CH2:17][CH2:18][O:19][C:20]3[CH:25]=[CH:24][C:23]([CH2:26][C:27]([NH:37][NH2:38])=[O:28])=[C:22]([F:30])[CH:21]=3)[CH2:10][CH2:9]2)=[N:4][CH:3]=1.